This data is from Forward reaction prediction with 1.9M reactions from USPTO patents (1976-2016). The task is: Predict the product of the given reaction. (1) Given the reactants [CH3:1][C:2]1[CH:23]=[C:22]([CH3:24])[CH:21]=[C:20]([CH3:25])[C:3]=1[C:4]([P:6]([C:9](=[O:19])[C:10]1[C:15]([CH3:16])=[CH:14][C:13]([CH3:17])=[CH:12][C:11]=1[CH3:18])(=[O:8])[OH:7])=[O:5].C(=O)([O-])O.[Na+:30], predict the reaction product. The product is: [Na+:30].[CH3:1][C:2]1[CH:23]=[C:22]([CH3:24])[CH:21]=[C:20]([CH3:25])[C:3]=1[C:4]([P:6]([C:9](=[O:19])[C:10]1[C:11]([CH3:18])=[CH:12][C:13]([CH3:17])=[CH:14][C:15]=1[CH3:16])(=[O:7])[O-:8])=[O:5]. (2) Given the reactants [NH2:1][C:2]1[CH:3]=[N:4][CH:5]=[CH:6][C:7]=1[N:8]1[CH2:13][CH2:12][CH2:11][C@H:10]([NH:14][C:15](=[O:21])[O:16][C:17]([CH3:20])([CH3:19])[CH3:18])[CH2:9]1.N1CCC[C@@H](NC(=O)OC(C)(C)C)C1, predict the reaction product. The product is: [NH2:1][C:2]1[CH:3]=[N:4][CH:5]=[CH:6][C:7]=1[N:8]1[CH2:13][CH2:12][CH2:11][C@@H:10]([NH:14][C:15](=[O:21])[O:16][C:17]([CH3:19])([CH3:18])[CH3:20])[CH2:9]1. (3) Given the reactants Cl[C:2]1[C:3]2[NH:10][CH:9]=[CH:8][C:4]=2[N:5]=[CH:6][N:7]=1.[O:11]([C:18]1[CH:23]=[CH:22][C:21]([OH:24])=[CH:20][CH:19]=1)[C:12]1[CH:17]=[CH:16][CH:15]=[CH:14][CH:13]=1.O[CH:26]1[CH2:29][N:28]([C:30]([O:32]C(C)(C)C)=O)[CH2:27]1.C(O[C:42]([NH:44][CH2:45][CH2:46][N:47]1[CH2:52][CH2:51][N:50]([CH2:53]/[CH:54]=[CH:55]/C(O)=O)[CH2:49][CH2:48]1)=[O:43])(C)(C)C.C([CH2:62][CH2:63][C:64]1[N:68]2[B-:69]([F:79])([F:78])[N+:70]3[C:71]([C:73]([CH3:77])=[CH:74][C:75]=3[CH3:76])=[CH:72][C:67]2=[CH:66][CH:65]=1)(O)=O, predict the reaction product. The product is: [F:79][B-:69]1([F:78])[N:68]2[C:64]([CH2:63][CH2:62][C:42](=[O:43])[NH:44][CH2:45][CH2:46][N:47]3[CH2:48][CH2:49][N:50]([CH2:53]/[CH:54]=[CH:55]/[C:30](=[O:32])[N:28]4[CH2:27][CH:26]([N:10]5[C:3]6[C:2]([O:24][C:21]7[CH:20]=[CH:19][C:18]([O:11][C:12]8[CH:17]=[CH:16][CH:15]=[CH:14][CH:13]=8)=[CH:23][CH:22]=7)=[N:7][CH:6]=[N:5][C:4]=6[CH:8]=[CH:9]5)[CH2:29]4)[CH2:51][CH2:52]3)=[CH:65][CH:66]=[C:67]2[CH:72]=[C:71]2[C:73]([CH3:77])=[CH:74][C:75]([CH3:76])=[N+:70]12. (4) Given the reactants [Br:1][C:2]1[CH:7]=[CH:6][C:5]([C:8]2[CH:21]=[C:11]3[CH:12]=[C:13]([C:16]([O:18]CC)=[O:17])[CH:14]=[CH:15][N:10]3[N:9]=2)=[CH:4][CH:3]=1.O.O[Li].O.Cl, predict the reaction product. The product is: [Br:1][C:2]1[CH:3]=[CH:4][C:5]([C:8]2[CH:21]=[C:11]3[CH:12]=[C:13]([C:16]([OH:18])=[O:17])[CH:14]=[CH:15][N:10]3[N:9]=2)=[CH:6][CH:7]=1. (5) Given the reactants [F:1][C:2]([F:7])([F:6])[C:3]([OH:5])=[O:4].[N:8]1([C:14]2[CH:19]=[C:18]([C:20]3[CH:25]=[CH:24][CH:23]=[C:22]([C:26]([F:29])([F:28])[F:27])[CH:21]=3)[N:17]=[C:16]([C:30]#[N:31])[N:15]=2)[CH2:13][CH2:12][NH:11][CH2:10][CH2:9]1.C(N(C(C)C)CC)(C)C.Br[CH2:42][CH2:43][O:44][CH3:45].[N-]=C=O, predict the reaction product. The product is: [F:1][C:2]([F:7])([F:6])[C:3]([OH:5])=[O:4].[CH3:45][O:44][CH2:43][CH2:42][N:11]1[CH2:10][CH2:9][N:8]([C:14]2[CH:19]=[C:18]([C:20]3[CH:25]=[CH:24][CH:23]=[C:22]([C:26]([F:27])([F:28])[F:29])[CH:21]=3)[N:17]=[C:16]([C:30]#[N:31])[N:15]=2)[CH2:13][CH2:12]1. (6) Given the reactants [F:1][C:2]1[CH:9]=[C:8]([N+:10]([O-])=O)[CH:7]=[CH:6][C:3]=1[C:4]#[N:5].[C:13]([O:17][C:18](ON=C(C1C=CC=CC=1)C#N)=[O:19])([CH3:16])([CH3:15])[CH3:14].C(N(CC)CC)C, predict the reaction product. The product is: [C:13]([O:17][C:18](=[O:19])[NH:5][CH2:4][C:3]1[CH:6]=[CH:7][C:8]([NH2:10])=[CH:9][C:2]=1[F:1])([CH3:16])([CH3:15])[CH3:14]. (7) Given the reactants [CH:1]1([C@@:7]([C:34]([O:36][CH3:37])=[O:35])([CH3:33])[NH:8][C:9]([C:11]2[CH:16]=[CH:15][C:14]([F:17])=[CH:13][C:12]=2[NH:18][C:19]([NH:21][C:22]2[C:27]([CH3:28])=[CH:26][C:25]([CH2:29][CH:30]=[CH2:31])=[CH:24][C:23]=2[CH3:32])=[O:20])=[O:10])[CH2:6][CH2:5][CH2:4][CH2:3][CH2:2]1.[H][H], predict the reaction product. The product is: [CH:1]1([C@@:7]([C:34]([O:36][CH3:37])=[O:35])([CH3:33])[NH:8][C:9]([C:11]2[CH:16]=[CH:15][C:14]([F:17])=[CH:13][C:12]=2[NH:18][C:19]([NH:21][C:22]2[C:27]([CH3:28])=[CH:26][C:25]([CH2:29][CH2:30][CH3:31])=[CH:24][C:23]=2[CH3:32])=[O:20])=[O:10])[CH2:6][CH2:5][CH2:4][CH2:3][CH2:2]1. (8) Given the reactants [Br:1][C:2]1[CH:9]=[CH:8][C:7]([F:10])=[CH:6][C:3]=1C=O.[NH:11]1[CH2:16][CH2:15][O:14][CH2:13][CH2:12]1.[C:17](O[BH-](OC(=O)C)OC(=O)C)(=O)C.[Na+].C(=O)(O)[O-].[Na+], predict the reaction product. The product is: [Br:1][C:2]1[CH:3]=[CH:6][C:7]([F:10])=[C:8]([CH:9]=1)[CH2:17][N:11]1[CH2:16][CH2:15][O:14][CH2:13][CH2:12]1. (9) Given the reactants [C:1]([O:5][C:6](=[O:16])[NH:7][C:8]1([C:11]2[O:12][CH:13]=[CH:14][CH:15]=2)[CH2:10][CH2:9]1)([CH3:4])([CH3:3])[CH3:2].[CH3:17][N:18](C=O)C, predict the reaction product. The product is: [C:1]([O:5][C:6](=[O:16])[NH:7][C:8]1([C:11]2[O:12][C:13]([C:17]#[N:18])=[CH:14][CH:15]=2)[CH2:9][CH2:10]1)([CH3:4])([CH3:2])[CH3:3].